This data is from Reaction yield outcomes from USPTO patents with 853,638 reactions. The task is: Predict the reaction yield, written as a fraction of the theoretical maximum amount of product (1.0 means a 100% yield; for example, 0.34 means a 34% yield). (1) The reactants are [O:1]1[CH2:6][CH:5]=[C:4]([C:7]2[CH:30]=[CH:29][C:28]([S:31]([CH3:34])(=[O:33])=[O:32])=[CH:27][C:8]=2[C:9]([N:11]2[CH2:16][CH2:15][N:14]([C:17]3[CH:22]=[CH:21][C:20]([C:23](=O)[CH3:24])=[CH:19][C:18]=3[F:26])[CH2:13][CH2:12]2)=[O:10])[CH2:3][CH2:2]1. The catalyst is CCO.[Ni]. The product is [CH2:23]([C:20]1[CH:21]=[CH:22][C:17]([N:14]2[CH2:15][CH2:16][N:11]([C:9]([C:8]3[CH:27]=[C:28]([S:31]([CH3:34])(=[O:33])=[O:32])[CH:29]=[CH:30][C:7]=3[CH:4]3[CH2:5][CH2:6][O:1][CH2:2][CH2:3]3)=[O:10])[CH2:12][CH2:13]2)=[C:18]([F:26])[CH:19]=1)[CH3:24]. The yield is 0.410. (2) The reactants are [NH2:1][C:2]1[CH:7]=[CH:6][C:5]([C@@H:8]2[O:13][CH2:12][CH2:11][N:10]([C:14]([O:16][C:17]([CH3:20])([CH3:19])[CH3:18])=[O:15])[CH2:9]2)=[CH:4][C:3]=1[F:21].[F:22][CH:23]([F:39])[O:24][C:25]1[CH:26]=[C:27]([N:31]2[CH:35]=[C:34]([C:36](O)=[O:37])[CH:33]=[N:32]2)[CH:28]=[CH:29][CH:30]=1.CN(C(ON1N=NC2C=CC=CC1=2)=[N+](C)C)C.F[P-](F)(F)(F)(F)F.CN1CCOCC1. The catalyst is O.CN(C=O)C. The product is [F:39][CH:23]([F:22])[O:24][C:25]1[CH:26]=[C:27]([N:31]2[CH:35]=[C:34]([C:36]([NH:1][C:2]3[CH:7]=[CH:6][C:5]([C@@H:8]4[O:13][CH2:12][CH2:11][N:10]([C:14]([O:16][C:17]([CH3:18])([CH3:20])[CH3:19])=[O:15])[CH2:9]4)=[CH:4][C:3]=3[F:21])=[O:37])[CH:33]=[N:32]2)[CH:28]=[CH:29][CH:30]=1. The yield is 0.590. (3) The reactants are [Br:1][C:2]1[CH:7]=[CH:6][C:5]([SH:8])=[CH:4][C:3]=1[F:9].C(=O)([O-])[O-].[Cs+].[Cs+].Br[CH:17]1[CH2:20][CH2:19][CH2:18]1.O. The catalyst is CS(C)=O. The product is [Br:1][C:2]1[CH:7]=[CH:6][C:5]([S:8][CH:17]2[CH2:20][CH2:19][CH2:18]2)=[CH:4][C:3]=1[F:9]. The yield is 0.950. (4) The reactants are [CH3:1][O:2][C:3]1[CH:8]=[CH:7][C:6]([Si:9]([CH3:12])([CH3:11])[CH3:10])=[CH:5][C:4]=1[N+:13]([O-])=O.[H][H]. The catalyst is CCO.[Pd]. The product is [CH3:1][O:2][C:3]1[CH:8]=[CH:7][C:6]([Si:9]([CH3:12])([CH3:11])[CH3:10])=[CH:5][C:4]=1[NH2:13]. The yield is 0.600.